From a dataset of Catalyst prediction with 721,799 reactions and 888 catalyst types from USPTO. Predict which catalyst facilitates the given reaction. (1) The catalyst class is: 230. Product: [CH:7]1[C:6]2[CH:5]([CH2:4][O:3][C:1]([NH:18][C@H:19]([CH:20]([CH3:21])[CH3:22])[C:23]([O:25][C@H:37](/[CH:57]=[CH:58]/[CH2:59][CH2:60][S:61][C:62]([C:75]3[CH:80]=[CH:79][CH:78]=[CH:77][CH:76]=3)([C:69]3[CH:74]=[CH:73][CH:72]=[CH:71][CH:70]=3)[C:63]3[CH:64]=[CH:65][CH:66]=[CH:67][CH:68]=3)[CH2:38][C:39]([NH:41][CH2:42][C:43]3[CH:44]=[CH:45][CH:46]=[C:47]([CH2:49][N:50]([CH2:51][C:52]([O:54][CH3:55])=[O:53])[CH3:56])[N:48]=3)=[O:40])=[O:24])=[O:2])[C:17]3[C:12](=[CH:13][CH:14]=[CH:15][CH:16]=3)[C:11]=2[CH:10]=[CH:9][CH:8]=1. Reactant: [C:1]([NH:18][C@H:19]([C:23]([OH:25])=[O:24])[CH:20]([CH3:22])[CH3:21])([O:3][CH2:4][CH:5]1[C:17]2[C:12](=[CH:13][CH:14]=[CH:15][CH:16]=2)[C:11]2[C:6]1=[CH:7][CH:8]=[CH:9][CH:10]=2)=[O:2].CCN(C(C)C)C(C)C.[Cl-].O[C@H:37](/[CH:57]=[CH:58]/[CH2:59][CH2:60][S:61][C:62]([C:75]1[CH:80]=[CH:79][CH:78]=[CH:77][CH:76]=1)([C:69]1[CH:74]=[CH:73][CH:72]=[CH:71][CH:70]=1)[C:63]1[CH:68]=[CH:67][CH:66]=[CH:65][CH:64]=1)[CH2:38][C:39]([NH:41][CH2:42][C:43]1[N:48]=[C:47]([CH2:49][N:50]([CH3:56])[CH2:51][C:52]([O:54][CH3:55])=[O:53])[CH:46]=[CH:45][CH:44]=1)=[O:40]. (2) Reactant: [C:1]([C:3]1[O:4][C:5]2[CH:11]=[CH:10][C:9]([N+:12]([O-])=O)=[CH:8][C:6]=2[CH:7]=1)#[N:2].[NH4+].[Cl-]. Product: [NH2:12][C:9]1[CH:10]=[CH:11][C:5]2[O:4][C:3]([C:1]#[N:2])=[CH:7][C:6]=2[CH:8]=1. The catalyst class is: 314. (3) Reactant: [CH3:1][C:2]1([C:18]2[CH:19]=[C:20]([NH:24][S:25]([CH3:28])(=[O:27])=[O:26])[CH:21]=[CH:22][CH:23]=2)[CH:7]2[CH:3]1[CH2:4][N:5]([C:8](=O)/[CH:9]=[CH:10]/[C:11]1[S:12][CH:13]=[CH:14][C:15]=1[CH3:16])[CH2:6]2.[H-].[Al+3].[Li+].[H-].[H-].[H-].O.C(=O)([O-])[O-].[Na+].[Na+]. Product: [NH3:5].[CH3:1][C:2]1([C:18]2[CH:19]=[C:20]([NH:24][S:25]([CH3:28])(=[O:27])=[O:26])[CH:21]=[CH:22][CH:23]=2)[CH:7]2[CH:3]1[CH2:4][N:5]([CH2:8]/[CH:9]=[CH:10]/[C:11]1[S:12][CH:13]=[CH:14][C:15]=1[CH3:16])[CH2:6]2. The catalyst class is: 54. (4) Reactant: [H-].[H-].[H-].[H-].[Li+].[Al+3].O1[CH2:11][CH2:10][CH2:9][CH2:8]1.[C:12]12(C3C(=C)C=CC=3)[CH2:21][CH:16]3[CH2:17][CH:18]([CH2:20][CH:14]([CH2:15]3)[CH2:13]1)[CH2:19]2.Cl.[CH2:29](OCC)C. Product: [CH:14]12[CH2:15][CH:16]3[CH2:17][CH:18]([CH2:19][CH:12]([CH2:21]3)[CH:13]1[C:8]1[CH2:29][CH:11]=[CH:10][CH:9]=1)[CH2:20]2. The catalyst class is: 6. (5) Reactant: [O:1]=[C:2]1[CH2:7][CH2:6][N:5]([C:8]([O:10][C:11]([CH3:14])([CH3:13])[CH3:12])=[O:9])[CH2:4][CH2:3]1.N1CCCC1.[F:20][C:21]1[CH:26]=[CH:25][C:24]([C:27](=[O:29])[CH3:28])=[C:23](O)[CH:22]=1. Product: [F:20][C:21]1[CH:26]=[C:25]2[C:24]([C:27](=[O:29])[CH2:28][C:2]3([O:1]2)[CH2:3][CH2:4][N:5]([C:8]([O:10][C:11]([CH3:14])([CH3:13])[CH3:12])=[O:9])[CH2:6][CH2:7]3)=[CH:23][CH:22]=1. The catalyst class is: 5. (6) Reactant: [OH:1][C:2]1([C:13]2[CH:18]=[CH:17][CH:16]=[CH:15][C:14]=2[CH3:19])[CH2:5][N:4]([C:6]([O:8][C:9]([CH3:12])([CH3:11])[CH3:10])=[O:7])[CH2:3]1.[H-].[Na+].[CH2:22]([O:29][CH2:30][CH2:31][CH2:32][CH2:33]Br)[C:23]1[CH:28]=[CH:27][CH:26]=[CH:25][CH:24]=1.O. Product: [CH2:22]([O:29][CH2:30][CH2:31][CH2:32][CH2:33][O:1][C:2]1([C:13]2[CH:18]=[CH:17][CH:16]=[CH:15][C:14]=2[CH3:19])[CH2:5][N:4]([C:6]([O:8][C:9]([CH3:12])([CH3:11])[CH3:10])=[O:7])[CH2:3]1)[C:23]1[CH:28]=[CH:27][CH:26]=[CH:25][CH:24]=1. The catalyst class is: 9.